Predict the product of the given reaction. From a dataset of Forward reaction prediction with 1.9M reactions from USPTO patents (1976-2016). (1) Given the reactants [F:1][C:2]1[CH:11]=[C:10]2[C:5]([CH2:6][CH2:7][N:8]([C:18](=[O:24])[CH2:19][CH2:20][C:21](O)=[O:22])[CH:9]2[C:12]2[CH:17]=[CH:16][CH:15]=[CH:14][CH:13]=2)=[CH:4][CH:3]=1.[F:25][C:26]([F:36])([F:35])[C:27]1[CH:28]=[C:29]([CH:32]=[CH:33][CH:34]=1)[CH2:30][NH2:31].C1C=NC2N(O)N=NC=2C=1.C(Cl)CCl, predict the reaction product. The product is: [NH3:8].[F:1][C:2]1[CH:11]=[C:10]2[C:5]([CH2:6][CH2:7][N:8]([C:18](=[O:24])[CH2:19][CH2:20][C:21]([NH:31][CH2:30][C:29]3[CH:32]=[CH:33][CH:34]=[C:27]([C:26]([F:35])([F:36])[F:25])[CH:28]=3)=[O:22])[CH:9]2[C:12]2[CH:17]=[CH:16][CH:15]=[CH:14][CH:13]=2)=[CH:4][CH:3]=1. (2) Given the reactants [NH2:1][CH2:2][CH2:3][NH:4][C:5]([C:7]1[C:8]([C:18]([F:21])([F:20])[F:19])=[N:9][N:10]([C:12]2[CH:17]=[CH:16][CH:15]=[CH:14][CH:13]=2)[CH:11]=1)=[O:6].[C:22]([C:24]1[CH:32]=[CH:31][C:27]([C:28](O)=[O:29])=[CH:26][N:25]=1)#[N:23].CCN=C=NCCCN(C)C.Cl.C1C=CC2N(O)N=NC=2C=1.O, predict the reaction product. The product is: [C:22]([C:24]1[CH:32]=[CH:31][C:27]([C:28]([NH:1][CH2:2][CH2:3][NH:4][C:5]([C:7]2[C:8]([C:18]([F:20])([F:21])[F:19])=[N:9][N:10]([C:12]3[CH:17]=[CH:16][CH:15]=[CH:14][CH:13]=3)[CH:11]=2)=[O:6])=[O:29])=[CH:26][N:25]=1)#[N:23]. (3) Given the reactants C[O:2][C:3](=[O:35])[C:4]1[CH:9]=[CH:8][C:7]([NH:10][S:11]([C:14]2[CH:19]=[CH:18][C:17]([CH2:20][O:21][C:22]3[CH:27]=[CH:26][C:25]([C:28](=[O:30])[CH3:29])=[C:24]([OH:31])[C:23]=3[CH2:32][CH2:33][CH3:34])=[CH:16][CH:15]=2)(=[O:13])=[O:12])=[CH:6][CH:5]=1.[OH-].[Li+], predict the reaction product. The product is: [C:28]([C:25]1[CH:26]=[CH:27][C:22]([O:21][CH2:20][C:17]2[CH:18]=[CH:19][C:14]([S:11]([NH:10][C:7]3[CH:8]=[CH:9][C:4]([C:3]([OH:35])=[O:2])=[CH:5][CH:6]=3)(=[O:13])=[O:12])=[CH:15][CH:16]=2)=[C:23]([CH2:32][CH2:33][CH3:34])[C:24]=1[OH:31])(=[O:30])[CH3:29]. (4) Given the reactants [NH2:1][C@H:2]1[CH:7]2[CH2:8][CH2:9][CH:4]([CH2:5][CH2:6]2)[C@@H:3]1[C:10]([O:12][CH3:13])=[O:11].[Cl:14][C:15]1[CH:22]=[C:21](Cl)[C:20]([F:24])=[CH:19][C:16]=1[C:17]#[N:18].C([O-])([O-])=O.[Cs+].[Cs+], predict the reaction product. The product is: [Cl:14][C:15]1[C:16]([C:17]#[N:18])=[CH:19][C:20]([F:24])=[C:21]([NH:1][CH:2]2[CH:7]3[CH2:6][CH2:5][CH:4]([CH2:9][CH2:8]3)[CH:3]2[C:10]([O:12][CH3:13])=[O:11])[CH:22]=1. (5) Given the reactants F[C:2]1[CH:9]=[C:8]([F:10])[CH:7]=[CH:6][C:3]=1[CH:4]=[O:5].[CH3:11][S-:12].[Na+], predict the reaction product. The product is: [F:10][C:8]1[CH:7]=[CH:6][C:3]([CH:4]=[O:5])=[C:2]([S:12][CH3:11])[CH:9]=1. (6) Given the reactants [Li+].[Cl-].C(Cl)(C)C.Br[C:8]1[CH:9]=[CH:10][C:11]([O:14][CH2:15][CH2:16][O:17][C:18]2[C:23]([Cl:24])=[CH:22][C:21]([CH3:25])=[CH:20][C:19]=2[Cl:26])=[N:12][CH:13]=1.[C:27]([O:31][C:32]([N:34]1[CH2:39][CH2:38][C:37](=[O:40])[CH:36]([C:41](=[O:59])[N:42]([CH2:46][C:47]2[C:52]([Cl:53])=[CH:51][N:50]=[C:49]([CH2:54][CH2:55][CH2:56][O:57][CH3:58])[CH:48]=2)[CH:43]2[CH2:45][CH2:44]2)[CH2:35]1)=[O:33])([CH3:30])([CH3:29])[CH3:28].[NH4+].[Cl-], predict the reaction product. The product is: [C:27]([O:31][C:32]([N:34]1[CH2:39][CH2:38][C@@:37]([OH:40])([C:8]2[CH:13]=[N:12][C:11]([O:14][CH2:15][CH2:16][O:17][C:18]3[C:23]([Cl:24])=[CH:22][C:21]([CH3:25])=[CH:20][C:19]=3[Cl:26])=[CH:10][CH:9]=2)[C@H:36]([C:41](=[O:59])[N:42]([CH2:46][C:47]2[C:52]([Cl:53])=[CH:51][N:50]=[C:49]([CH2:54][CH2:55][CH2:56][O:57][CH3:58])[CH:48]=2)[CH:43]2[CH2:44][CH2:45]2)[CH2:35]1)=[O:33])([CH3:30])([CH3:29])[CH3:28]. (7) Given the reactants [N+:1]([C:4]1[CH:5]=[C:6]2[C:11](=[CH:12][CH:13]=1)[N:10]=[CH:9][N:8]=[C:7]2[NH2:14])([O-])=O, predict the reaction product. The product is: [N:10]1[C:11]2[C:6](=[CH:5][C:4]([NH2:1])=[CH:13][CH:12]=2)[C:7]([NH2:14])=[N:8][CH:9]=1. (8) Given the reactants BrC1C=CC([C@](CC=O)(C(O)CCCCCCCCCC(C)C)C([O-])=O)=CC=1.[OH:29][C@H:30]([CH2:36][CH2:37][CH2:38][CH2:39][CH2:40][CH2:41][CH2:42][CH2:43][CH2:44][CH2:45][CH2:46][CH:47]([CH3:49])[CH3:48])[CH2:31][C:32]([O:34][CH3:35])=[O:33].O[Li].O.C1CCC(NC2CCCCC2)CC1.BrC[C:68]([C:70]1[CH:75]=[CH:74][C:73]([Br:76])=[CH:72][CH:71]=1)=[O:69], predict the reaction product. The product is: [OH:29][C@H:30]([CH2:36][CH2:37][CH2:38][CH2:39][CH2:40][CH2:41][CH2:42][CH2:43][CH2:44][CH2:45][CH2:46][CH:47]([CH3:49])[CH3:48])[CH2:31][C:32]([O:34][CH2:35][C:68]([C:70]1[CH:75]=[CH:74][C:73]([Br:76])=[CH:72][CH:71]=1)=[O:69])=[O:33]. (9) Given the reactants [F:1][C:2]1[CH:29]=[CH:28][CH:27]=[CH:26][C:3]=1[CH2:4][O:5][C:6]1[CH:23]=[CH:22][C:9]([CH2:10][NH:11][CH2:12][CH2:13][NH:14][C:15](=[O:21])[O:16][C:17]([CH3:20])([CH3:19])[CH3:18])=[CH:8][C:7]=1[O:24][CH3:25].[S:30]1[CH:34]=[CH:33][CH:32]=[C:31]1[C:35](Cl)=[O:36].C(N(CC)CC)C, predict the reaction product. The product is: [F:1][C:2]1[CH:29]=[CH:28][CH:27]=[CH:26][C:3]=1[CH2:4][O:5][C:6]1[CH:23]=[CH:22][C:9]([CH2:10][N:11]([C:35]([C:31]2[S:30][CH:34]=[CH:33][CH:32]=2)=[O:36])[CH2:12][CH2:13][NH:14][C:15](=[O:21])[O:16][C:17]([CH3:20])([CH3:19])[CH3:18])=[CH:8][C:7]=1[O:24][CH3:25]. (10) Given the reactants [Br:1][C:2]1[CH:7]=[CH:6][C:5](/[CH:8]=[CH:9]/[C:10]([OH:12])=[O:11])=[CH:4][CH:3]=1.S(Cl)(Cl)(=O)=O.[CH3:18]O, predict the reaction product. The product is: [Br:1][C:2]1[CH:3]=[CH:4][C:5](/[CH:8]=[CH:9]/[C:10]([O:12][CH3:18])=[O:11])=[CH:6][CH:7]=1.